From a dataset of Reaction yield outcomes from USPTO patents with 853,638 reactions. Predict the reaction yield, written as a fraction of the theoretical maximum amount of product (1.0 means a 100% yield; for example, 0.34 means a 34% yield). (1) The reactants are [CH3:1][O:2][CH2:3][CH2:4][O:5][C:6]1[CH:7]=[C:8]2[C:12](=[C:13]([N:15]([CH3:25])[S:16]([C:19]3[CH:24]=[CH:23][CH:22]=[CH:21][N:20]=3)(=[O:18])=[O:17])[CH:14]=1)[NH:11][C:10]([C:26]1[S:27][CH2:28][C@H:29]([C:31](OC)=[O:32])[N:30]=1)=[CH:9]2.C1(P(=O)(C2C=CC=CC=2)C2C=CC=CC=2)C=CC=CC=1.[BH4-].[Na+].CO. The catalyst is O1CCCC1.O. The product is [OH:32][CH2:31][C@H:29]1[CH2:28][S:27][C:26]([C:10]2[NH:11][C:12]3[C:8]([CH:9]=2)=[CH:7][C:6]([O:5][CH2:4][CH2:3][O:2][CH3:1])=[CH:14][C:13]=3[N:15]([CH3:25])[S:16]([C:19]2[CH:24]=[CH:23][CH:22]=[CH:21][N:20]=2)(=[O:17])=[O:18])=[N:30]1. The yield is 0.200. (2) The reactants are [OH:1][C:2]1[C:7]([NH:8][C:9](=[O:18])[O:10][CH2:11][C:12]2[CH:17]=[CH:16][CH:15]=[CH:14][CH:13]=2)=[CH:6][C:5]([I:19])=[CH:4][N:3]=1.[CH3:20]I. The catalyst is C(Cl)(Cl)Cl. The product is [I:19][C:5]1[CH:6]=[C:7]([NH:8][C:9](=[O:18])[O:10][CH2:11][C:12]2[CH:17]=[CH:16][CH:15]=[CH:14][CH:13]=2)[C:2]([O:1][CH3:20])=[N:3][CH:4]=1. The yield is 0.530. (3) The yield is 0.450. The reactants are [NH:1]1[C:11]2[C:6](=[CH:7][CH:8]=[CH:9][CH:10]=2)[C:4](=O)[C:2]1=[O:3].[CH:12]1([C:18]([NH:20][NH2:21])=[O:19])[CH2:17][CH2:16][CH2:15][CH2:14][CH2:13]1. The product is [CH2:2]([N:1]1[C:11]2[C:6](=[CH:7][CH:8]=[CH:9][CH:10]=2)/[C:4](=[N:21]/[NH:20][C:18]([CH:12]2[CH2:17][CH2:16][CH2:15][CH2:14][CH2:13]2)=[O:19])/[C:2]1=[O:3])[CH2:4][CH2:6][CH2:7][CH2:8][CH3:9]. No catalyst specified. (4) The reactants are [CH3:1][O:2][C:3]1[CH:4]=[C:5]([C:9]2[CH:15]3[CH2:16][CH:12]([CH2:13][NH:14]3)[CH2:11][CH:10]=2)[CH:6]=[N:7][CH:8]=1.[CH2:17]=O. The catalyst is C(O)=O. The product is [CH3:17][N:14]1[CH2:13][CH:12]2[CH2:16][CH:15]1[C:9]([C:5]1[CH:6]=[N:7][CH:8]=[C:3]([O:2][CH3:1])[CH:4]=1)=[CH:10][CH2:11]2. The yield is 0.560. (5) The reactants are [CH:1]([C:4]1[CH:9]=[C:8]([O:10][CH3:11])[CH:7]=[CH:6][C:5]=1[O:12][S:13]([C:16]1[CH:21]=[CH:20][C:19]([CH3:22])=[CH:18][CH:17]=1)(=[O:15])=[O:14])([CH3:3])[CH3:2].[N+:23]([O-])([OH:25])=[O:24]. The catalyst is CC(O)=O. The product is [CH:1]([C:4]1[CH:9]=[C:8]([O:10][CH3:11])[C:7]([N+:23]([O-:25])=[O:24])=[CH:6][C:5]=1[O:12][S:13]([C:16]1[CH:17]=[CH:18][C:19]([CH3:22])=[CH:20][CH:21]=1)(=[O:15])=[O:14])([CH3:3])[CH3:2]. The yield is 0.980. (6) The reactants are [NH2:1][C:2]1[CH:3]=[C:4]([CH:8]2[C:17]([CH3:19])([CH3:18])[CH2:16][C:15]3[C:10](=[CH:11][CH:12]=[C:13]([C:20]([OH:22])=[O:21])[CH:14]=3)[NH:9]2)[CH:5]=[CH:6][CH:7]=1.C(N(CC)CC)C.[N:30]([CH2:33][C:34]1[CH:39]=[CH:38][CH:37]=[CH:36][CH:35]=1)=[C:31]=[O:32]. The catalyst is O1CCCC1. The product is [CH2:33]([NH:30][C:31](=[O:32])[NH:1][C:2]1[CH:3]=[C:4]([CH:8]2[C:17]([CH3:18])([CH3:19])[CH2:16][C:15]3[C:10](=[CH:11][CH:12]=[C:13]([C:20]([OH:22])=[O:21])[CH:14]=3)[NH:9]2)[CH:5]=[CH:6][CH:7]=1)[C:34]1[CH:39]=[CH:38][CH:37]=[CH:36][CH:35]=1. The yield is 0.290.